From a dataset of NCI-60 drug combinations with 297,098 pairs across 59 cell lines. Regression. Given two drug SMILES strings and cell line genomic features, predict the synergy score measuring deviation from expected non-interaction effect. (1) Drug 1: CCC1=C2CN3C(=CC4=C(C3=O)COC(=O)C4(CC)O)C2=NC5=C1C=C(C=C5)O. Drug 2: CCN(CC)CCCC(C)NC1=C2C=C(C=CC2=NC3=C1C=CC(=C3)Cl)OC. Cell line: MDA-MB-435. Synergy scores: CSS=20.2, Synergy_ZIP=-7.38, Synergy_Bliss=-2.46, Synergy_Loewe=-2.33, Synergy_HSA=-2.26. (2) Drug 1: CNC(=O)C1=CC=CC=C1SC2=CC3=C(C=C2)C(=NN3)C=CC4=CC=CC=N4. Drug 2: CCCCCOC(=O)NC1=NC(=O)N(C=C1F)C2C(C(C(O2)C)O)O. Cell line: NCI-H226. Synergy scores: CSS=-5.58, Synergy_ZIP=-0.563, Synergy_Bliss=-6.02, Synergy_Loewe=-11.0, Synergy_HSA=-7.48. (3) Drug 1: C1C(C(OC1N2C=NC3=C(N=C(N=C32)Cl)N)CO)O. Drug 2: C1CNP(=O)(OC1)N(CCCl)CCCl. Cell line: MCF7. Synergy scores: CSS=0.235, Synergy_ZIP=0.549, Synergy_Bliss=1.47, Synergy_Loewe=0.0618, Synergy_HSA=0.159. (4) Drug 1: C(=O)(N)NO. Drug 2: CC1=C(C=C(C=C1)C(=O)NC2=CC(=CC(=C2)C(F)(F)F)N3C=C(N=C3)C)NC4=NC=CC(=N4)C5=CN=CC=C5. Cell line: OVCAR-8. Synergy scores: CSS=1.72, Synergy_ZIP=-1.73, Synergy_Bliss=-1.73, Synergy_Loewe=-1.94, Synergy_HSA=-1.08. (5) Drug 1: CN1C2=C(C=C(C=C2)N(CCCl)CCCl)N=C1CCCC(=O)O.Cl. Drug 2: B(C(CC(C)C)NC(=O)C(CC1=CC=CC=C1)NC(=O)C2=NC=CN=C2)(O)O. Cell line: SW-620. Synergy scores: CSS=38.4, Synergy_ZIP=5.97, Synergy_Bliss=1.49, Synergy_Loewe=-43.2, Synergy_HSA=0.827. (6) Drug 1: C1=C(C(=O)NC(=O)N1)F. Drug 2: C(=O)(N)NO. Cell line: U251. Synergy scores: CSS=41.5, Synergy_ZIP=-4.98, Synergy_Bliss=-7.40, Synergy_Loewe=-5.88, Synergy_HSA=-4.65. (7) Drug 1: C1=NNC2=C1C(=O)NC=N2. Drug 2: CC1C(C(CC(O1)OC2CC(CC3=C2C(=C4C(=C3O)C(=O)C5=C(C4=O)C(=CC=C5)OC)O)(C(=O)CO)O)N)O.Cl. Cell line: MCF7. Synergy scores: CSS=44.7, Synergy_ZIP=1.06, Synergy_Bliss=2.09, Synergy_Loewe=-11.9, Synergy_HSA=4.32.